Dataset: Forward reaction prediction with 1.9M reactions from USPTO patents (1976-2016). Task: Predict the product of the given reaction. (1) The product is: [NH:1]1[C:5]2[CH:6]=[CH:7][CH:8]=[CH:9][C:4]=2[N:3]=[C:2]1[C:10]([C:12]1[CH:17]=[CH:16][C:15]([O:18][C:19]2[C:24]([C:25]3[CH2:30][CH2:29][CH:28]([OH:31])[CH2:27][CH:26]=3)=[N:23][CH:22]=[CH:21][N:20]=2)=[CH:14][CH:13]=1)=[O:11]. Given the reactants [NH:1]1[C:5]2[CH:6]=[CH:7][CH:8]=[CH:9][C:4]=2[N:3]=[C:2]1[C:10]([C:12]1[CH:17]=[CH:16][C:15]([O:18][C:19]2[C:24]([C:25]3[CH2:30][CH2:29][CH:28]([O:31][Si](C(C)(C)C)(C)C)[CH2:27][CH:26]=3)=[N:23][CH:22]=[CH:21][N:20]=2)=[CH:14][CH:13]=1)=[O:11].[F-].C([N+](CCCC)(CCCC)CCCC)CCC, predict the reaction product. (2) The product is: [CH:9]12[CH2:15][CH:13]3[CH2:12][CH:11]([CH2:16][CH:7]([CH2:14]3)[CH:8]1[NH:17][C:18]([C:20]1[C:21]([S:33][CH:28]3[CH2:32][CH2:31][CH2:30][CH2:29]3)=[N:22][C:23]([Cl:26])=[CH:24][CH:25]=1)=[O:19])[CH2:10]2. Given the reactants C(=O)([O-])[O-].[Na+].[Na+].[CH:7]12[CH2:16][CH:11]3[CH2:12][CH:13]([CH2:15][CH:9]([CH2:10]3)[CH:8]1[NH:17][C:18]([C:20]1[C:21](Cl)=[N:22][C:23]([Cl:26])=[CH:24][CH:25]=1)=[O:19])[CH2:14]2.[CH:28]1([SH:33])[CH2:32][CH2:31][CH2:30][CH2:29]1, predict the reaction product. (3) Given the reactants [H-].[Na+].C([O:9][C:10]1[CH:15]=[C:14]([CH3:16])[C:13]([OH:17])=[C:12]([CH3:18])[C:11]=1[CH3:19])(=O)C(C)(C)C.[CH3:20][O:21][CH2:22]Cl, predict the reaction product. The product is: [CH3:20][O:21][CH2:22][O:17][C:13]1[C:14]([CH3:16])=[CH:15][C:10]([OH:9])=[C:11]([CH3:19])[C:12]=1[CH3:18]. (4) Given the reactants [Br:1][C:2]1[N:7]=[C:6]([CH2:8]O)[CH:5]=[CH:4][CH:3]=1.[Br:10]N1C(=O)CCC1=O, predict the reaction product. The product is: [Br:1][C:2]1[CH:3]=[CH:4][CH:5]=[C:6]([CH2:8][Br:10])[N:7]=1. (5) The product is: [Cl:27][C:22]1[CH:23]=[CH:24][CH:25]=[CH:26][C:21]=1[CH:18]([CH2:19][OH:20])[CH2:17][NH:16][C:9](=[O:10])[O:11][C:12]([CH3:13])([CH3:14])[CH3:15]. Given the reactants [C:9](O[C:9]([O:11][C:12]([CH3:15])([CH3:14])[CH3:13])=[O:10])([O:11][C:12]([CH3:15])([CH3:14])[CH3:13])=[O:10].[NH2:16][CH2:17][CH:18]([C:21]1[CH:26]=[CH:25][CH:24]=[CH:23][C:22]=1[Cl:27])[CH2:19][OH:20], predict the reaction product. (6) Given the reactants Cl.[NH2:2][CH2:3][C:4]1[CH:12]=[CH:11][CH:10]=[C:9]2[C:5]=1[C:6](=[O:22])[N:7]([CH:14]1[CH2:19][CH2:18][C:17](=[O:20])[NH:16][C:15]1=[O:21])[C:8]2=[O:13].C(N(CC)CC)C.[C:30]1([C:36]2[O:40][C:39]([C:41](Cl)=[O:42])=[N:38][N:37]=2)[CH:35]=[CH:34][CH:33]=[CH:32][CH:31]=1, predict the reaction product. The product is: [C:30]1([C:36]2[O:40][C:39]([C:41]([OH:42])=[O:13])=[N:38][N:37]=2)[CH:35]=[CH:34][CH:33]=[CH:32][CH:31]=1.[O:21]=[C:15]1[CH:14]([N:7]2[C:6](=[O:22])[C:5]3[C:9](=[CH:10][CH:11]=[CH:12][C:4]=3[CH2:3][NH-:2])[C:8]2=[O:13])[CH2:19][CH2:18][C:17](=[O:20])[NH:16]1. (7) Given the reactants [C:1]1([OH:7])[CH:6]=[CH:5][CH:4]=[CH:3][CH:2]=1.[OH-].[Na+].[CH2:10](Cl)[CH:11]=[CH2:12], predict the reaction product. The product is: [C:1]1([O:7][CH2:12][CH:11]=[CH2:10])[CH:6]=[CH:5][CH:4]=[CH:3][CH:2]=1.